Dataset: Reaction yield outcomes from USPTO patents with 853,638 reactions. Task: Predict the reaction yield, written as a fraction of the theoretical maximum amount of product (1.0 means a 100% yield; for example, 0.34 means a 34% yield). (1) The reactants are [NH2:1][C:2]1[C:7]([C:8]2[O:12][N:11]=[C:10]([CH2:13][C:14]3[CH:19]=[CH:18][C:17]([OH:20])=[CH:16][CH:15]=3)[CH:9]=2)=[CH:6][CH:5]=[CH:4][N:3]=1.[OH-].[Na+].[F:23][C:24]1[CH:31]=[CH:30][C:27]([CH2:28]Br)=[CH:26][CH:25]=1. The catalyst is CO. The product is [F:23][C:24]1[CH:31]=[CH:30][C:27]([CH2:28][O:20][C:17]2[CH:18]=[CH:19][C:14]([CH2:13][C:10]3[CH:9]=[C:8]([C:7]4[C:2]([NH2:1])=[N:3][CH:4]=[CH:5][CH:6]=4)[O:12][N:11]=3)=[CH:15][CH:16]=2)=[CH:26][CH:25]=1. The yield is 0.390. (2) The reactants are [CH3:1][C:2]1([CH3:20])[CH2:6][C:5]2[C:7]([CH3:19])=[C:8]([N:13]3[CH2:18][CH2:17][NH:16][CH2:15][CH2:14]3)[C:9]([CH3:12])=[C:10]([CH3:11])[C:4]=2[O:3]1.Br[C:22]1[CH:27]=[CH:26][C:25]([O:28][CH3:29])=[C:24]([F:30])[CH:23]=1. No catalyst specified. The product is [F:30][C:24]1[CH:23]=[C:22]([N:16]2[CH2:15][CH2:14][N:13]([C:8]3[C:9]([CH3:12])=[C:10]([CH3:11])[C:4]4[O:3][C:2]([CH3:20])([CH3:1])[CH2:6][C:5]=4[C:7]=3[CH3:19])[CH2:18][CH2:17]2)[CH:27]=[CH:26][C:25]=1[O:28][CH3:29]. The yield is 0.360. (3) The reactants are Br[C:2]1[CH:7]=[CH:6][C:5]([C:8]2[CH:13]=[CH:12][CH:11]=[CH:10][CH:9]=2)=[C:4]([F:14])[CH:3]=1.C([Li])CCC.CN([CH:23]=[O:24])C. The catalyst is O1CCCC1. The product is [F:14][C:4]1[CH:3]=[C:2]([CH:23]=[O:24])[CH:7]=[CH:6][C:5]=1[C:8]1[CH:13]=[CH:12][CH:11]=[CH:10][CH:9]=1. The yield is 0.625. (4) The product is [CH2:1]([O:8][C@H:9]1[C@H:15]([O:16][CH2:17][C:18]2[CH:19]=[CH:20][CH:21]=[CH:22][CH:23]=2)[C@@H:14]([O:24][CH2:25][C:26]2[CH:31]=[CH:30][CH:29]=[CH:28][CH:27]=2)[C@:13]2([C:33]3[CH:38]=[CH:37][C:36]([Cl:39])=[C:35]([CH2:40][C:41]4[CH:42]=[CH:43][C:44]([O:47][CH2:48][C:49]5[CH:54]=[CH:53][CH:52]=[CH:51][CH:50]=5)=[CH:45][CH:46]=4)[CH:34]=3)[O:32][C@@:10]1([C:55]([OH:58])=[O:56])[CH2:11][O:12]2)[C:2]1[CH:3]=[CH:4][CH:5]=[CH:6][CH:7]=1. The reactants are [CH2:1]([O:8][C@H:9]1[C@H:15]([O:16][CH2:17][C:18]2[CH:23]=[CH:22][CH:21]=[CH:20][CH:19]=2)[C@@H:14]([O:24][CH2:25][C:26]2[CH:31]=[CH:30][CH:29]=[CH:28][CH:27]=2)[C@:13]2([C:33]3[CH:38]=[CH:37][C:36]([Cl:39])=[C:35]([CH2:40][C:41]4[CH:46]=[CH:45][C:44]([O:47][CH2:48][C:49]5[CH:54]=[CH:53][CH:52]=[CH:51][CH:50]=5)=[CH:43][CH:42]=4)[CH:34]=3)[O:32][C@@:10]1([CH2:55][OH:56])[CH2:11][O:12]2)[C:2]1[CH:7]=[CH:6][CH:5]=[CH:4][CH:3]=1.C(=O)(O)[O-:58].[Na+].[Br-].[K+].Cl[O-].[Na+].Cl. The yield is 1.00. The catalyst is O1CCCC1. (5) The reactants are C([O:8][C:9]1[CH:10]=[C:11]([N:15]2[C:19]([NH:20][C:21](=[O:36])[C:22]3[CH:27]=[C:26]([C:28]4[C:33]([F:34])=[CH:32][CH:31]=[CH:30][N:29]=4)[CH:25]=[CH:24][C:23]=3[Cl:35])=[CH:18][C:17]([C:37](O)=[O:38])=[N:16]2)[CH:12]=[CH:13][CH:14]=1)C1C=CC=CC=1.[CH:40]1([NH2:43])[CH2:42][CH2:41]1.CCN(C(C)C)C(C)C.CN(C(ON1N=NC2C=CC=NC1=2)=[N+](C)C)C.F[P-](F)(F)(F)(F)F.B(Cl)(Cl)Cl. The catalyst is CN(C=O)C.O. The product is [Cl:35][C:23]1[CH:24]=[CH:25][C:26]([C:28]2[C:33]([F:34])=[CH:32][CH:31]=[CH:30][N:29]=2)=[CH:27][C:22]=1[C:21]([NH:20][C:19]1[N:15]([C:11]2[CH:12]=[CH:13][CH:14]=[C:9]([OH:8])[CH:10]=2)[N:16]=[C:17]([C:37]([NH:43][CH:40]2[CH2:42][CH2:41]2)=[O:38])[CH:18]=1)=[O:36]. The yield is 0.790. (6) The reactants are [CH3:1][C@H:2]1[CH2:7][NH:6][C@H:5]([CH3:8])[CH2:4][N:3]1[C@H:9]([C:16]1[CH:28]=[CH:27][C:19]([C:20]([N:22]([CH2:25][CH3:26])[CH2:23][CH3:24])=[O:21])=[CH:18][CH:17]=1)[C:10]1[CH:15]=[CH:14][CH:13]=[CH:12][CH:11]=1.[I-].[Na+].C(N(CC)CC)C.[F:38][C:39]1[CH:40]=[C:41]([CH:44]=[CH:45][CH:46]=1)[CH2:42]Br. The catalyst is C(#N)C. The product is [CH3:1][C@H:2]1[CH2:7][N:6]([CH2:42][C:41]2[CH:44]=[CH:45][CH:46]=[C:39]([F:38])[CH:40]=2)[C@H:5]([CH3:8])[CH2:4][N:3]1[C@H:9]([C:16]1[CH:17]=[CH:18][C:19]([C:20]([N:22]([CH2:25][CH3:26])[CH2:23][CH3:24])=[O:21])=[CH:27][CH:28]=1)[C:10]1[CH:11]=[CH:12][CH:13]=[CH:14][CH:15]=1. The yield is 0.973.